This data is from NCI-60 drug combinations with 297,098 pairs across 59 cell lines. The task is: Regression. Given two drug SMILES strings and cell line genomic features, predict the synergy score measuring deviation from expected non-interaction effect. (1) Drug 1: C1CNP(=O)(OC1)N(CCCl)CCCl. Drug 2: B(C(CC(C)C)NC(=O)C(CC1=CC=CC=C1)NC(=O)C2=NC=CN=C2)(O)O. Cell line: SK-MEL-2. Synergy scores: CSS=28.9, Synergy_ZIP=-3.14, Synergy_Bliss=-17.5, Synergy_Loewe=-33.9, Synergy_HSA=-15.9. (2) Drug 1: CN1C(=O)N2C=NC(=C2N=N1)C(=O)N. Drug 2: CCC1(C2=C(COC1=O)C(=O)N3CC4=CC5=C(C=CC(=C5CN(C)C)O)N=C4C3=C2)O.Cl. Cell line: NCI-H460. Synergy scores: CSS=65.6, Synergy_ZIP=0.0991, Synergy_Bliss=-1.95, Synergy_Loewe=-63.0, Synergy_HSA=-0.470.